From a dataset of Reaction yield outcomes from USPTO patents with 853,638 reactions. Predict the reaction yield, written as a fraction of the theoretical maximum amount of product (1.0 means a 100% yield; for example, 0.34 means a 34% yield). (1) The yield is 0.800. The product is [Cl:1][C:2]1[N:6]2[CH:7]=[C:8]([C:15]3[CH2:16][CH2:17][N:18]([C:44](=[O:46])[CH3:45])[CH2:19][CH:20]=3)[CH:9]=[C:10]([C:11]([F:13])([F:14])[F:12])[C:5]2=[N:4][C:3]=1[C:21]([N:23]1[CH2:27][CH2:26][CH:25]([C:28]2[CH:33]=[CH:32][CH:31]=[C:30]([F:34])[CH:29]=2)[CH2:24]1)=[O:22]. The reactants are [Cl:1][C:2]1[N:6]2[CH:7]=[C:8]([C:15]3[CH2:16][CH2:17][NH:18][CH2:19][CH:20]=3)[CH:9]=[C:10]([C:11]([F:14])([F:13])[F:12])[C:5]2=[N:4][C:3]=1[C:21]([N:23]1[CH2:27][CH2:26][CH:25]([C:28]2[CH:33]=[CH:32][CH:31]=[C:30]([F:34])[CH:29]=2)[CH2:24]1)=[O:22].C(N(CC)C(C)C)(C)C.[C:44](Cl)(=[O:46])[CH3:45]. The catalyst is C1COCC1. (2) The reactants are [CH3:1][C:2](=[CH:8][C:9]1[CH:14]=[CH:13][CH:12]=[CH:11][CH:10]=1)[C:3]([O:5][CH2:6][CH3:7])=[O:4]. The catalyst is [Ir].C(Cl)Cl. The product is [CH3:1][CH:2]([CH2:8][C:9]1[CH:10]=[CH:11][CH:12]=[CH:13][CH:14]=1)[C:3]([O:5][CH2:6][CH3:7])=[O:4]. The yield is 0.880. (3) The product is [F:18][C:17]1[C:12]([NH:11][C:5]2[CH:6]=[CH:7][CH:8]=[C:3]([OH:2])[CH:4]=2)=[N:13][C:14]([NH:19][CH2:20][C:25]2[CH:24]=[CH:23][CH:22]=[CH:21][N:29]=2)=[N:15][CH:16]=1. The reactants are C1CO[C:8]2[CH:7]=[CH:6][C:5]([NH:11][C:12]3[C:17]([F:18])=[CH:16][N:15]=[C:14]([NH:19][C:20]4[CH:25]=[CH:24][CH:23]=[C:22](O)[CH:21]=4)[N:13]=3)=[CH:4][C:3]=2[O:2]1.ClC1N=C(NC2C=CC=C(O)C=2)C(F)=C[N:29]=1.N1C=CC=CC=1CN. The yield is 0.620. No catalyst specified. (4) The reactants are [F:1][C:2]1[CH:3]=[C:4]([CH:6]=[CH:7][C:8]=1[N:9]1[C:13]([CH3:14])=[N:12][CH:11]=[N:10]1)[NH2:5].[C:15](N1C=CC=CC1=O)(N1C=CC=CC1=O)=[S:16]. The catalyst is ClCCl. The product is [F:1][C:2]1[CH:3]=[C:4]([N:5]=[C:15]=[S:16])[CH:6]=[CH:7][C:8]=1[N:9]1[C:13]([CH3:14])=[N:12][CH:11]=[N:10]1. The yield is 0.830. (5) The reactants are [NH2:1][C:2]1[NH:3][C:4](=[O:30])[C:5]2[S:10][C:9](=[O:11])[N:8]([C@@H:12]3[O:24][C@H:23]([CH2:25][O:26][C:27](=[O:29])[CH3:28])[C@@H:18]([O:19][C:20](=[O:22])[CH3:21])[C@H:13]3[O:14][C:15](=[O:17])[CH3:16])[C:6]=2[N:7]=1.C1(P(C2C=CC=CC=2)C2C=CC=CC=2)C=CC=CC=1.O[CH2:51][C:52]1[O:53][C:54](=[O:58])[O:55][C:56]=1[CH3:57].N(C(OCC)=O)=NC(OCC)=O. The catalyst is C1COCC1. The product is [NH2:1][C:2]1[N:3]=[C:4]([O:30][CH2:51][C:52]2[O:53][C:54](=[O:58])[O:55][C:56]=2[CH3:57])[C:5]2[S:10][C:9](=[O:11])[N:8]([C@@H:12]3[O:24][C@H:23]([CH2:25][O:26][C:27](=[O:29])[CH3:28])[C@@H:18]([O:19][C:20](=[O:22])[CH3:21])[C@H:13]3[O:14][C:15](=[O:17])[CH3:16])[C:6]=2[N:7]=1. The yield is 0.710. (6) The reactants are [F:1][C:2]([F:26])([F:25])[CH2:3][N:4]1[CH2:12][C:11]2[C:6](=[CH:7][CH:8]=[C:9]([S:13][Si](C(C)C)(C(C)C)C(C)C)[CH:10]=2)[C:5]1=[O:24]. The catalyst is Cl.CO.O1CCCC1. The product is [F:26][C:2]([F:1])([F:25])[CH2:3][N:4]1[CH2:12][C:11]2[C:6](=[CH:7][CH:8]=[C:9]([SH:13])[CH:10]=2)[C:5]1=[O:24]. The yield is 1.00.